From a dataset of TCR-epitope binding with 47,182 pairs between 192 epitopes and 23,139 TCRs. Binary Classification. Given a T-cell receptor sequence (or CDR3 region) and an epitope sequence, predict whether binding occurs between them. (1) The epitope is HTTDPSFLGRY. The TCR CDR3 sequence is CASSEWDFNQPQHF. Result: 1 (the TCR binds to the epitope). (2) Result: 1 (the TCR binds to the epitope). The TCR CDR3 sequence is CASRHQRTDTEAFF. The epitope is TPRVTGGGAM. (3) The epitope is FRYMNSQGL. The TCR CDR3 sequence is CASSPTGTGGIGIYGYTF. Result: 0 (the TCR does not bind to the epitope). (4) The epitope is RAKFKQLL. The TCR CDR3 sequence is CSARDRVGNGHTF. Result: 0 (the TCR does not bind to the epitope). (5) The epitope is MPASWVMRI. The TCR CDR3 sequence is CASSKEIGLYYNEQFF. Result: 1 (the TCR binds to the epitope). (6) The epitope is NLNESLIDL. The TCR CDR3 sequence is CASSLGSSGANEQYF. Result: 1 (the TCR binds to the epitope). (7) The epitope is GILGFVFTL. The TCR CDR3 sequence is CASTLPGGRGPEGYTF. Result: 1 (the TCR binds to the epitope).